Predict the product of the given reaction. From a dataset of Forward reaction prediction with 1.9M reactions from USPTO patents (1976-2016). (1) Given the reactants Cl.[NH2:2][CH2:3][C:4]1[CH:12]=[CH:11][CH:10]=[C:9]2[C:5]=1[CH2:6][N:7]([CH:14]1[CH2:19][CH2:18][C:17](=[O:20])[NH:16][C:15]1=[O:21])[C:8]2=[O:13].C(N(CC)CC)C.[CH3:29][O:30][C:31]1[CH:36]=[CH:35][CH:34]=[CH:33][C:32]=1[N:37]=[C:38]=[O:39], predict the reaction product. The product is: [O:21]=[C:15]1[CH:14]([N:7]2[CH2:6][C:5]3[C:9](=[CH:10][CH:11]=[CH:12][C:4]=3[CH2:3][NH:2][C:38]([NH:37][C:32]3[CH:33]=[CH:34][CH:35]=[CH:36][C:31]=3[O:30][CH3:29])=[O:39])[C:8]2=[O:13])[CH2:19][CH2:18][C:17](=[O:20])[NH:16]1. (2) Given the reactants [Cl:1][C:2]1[C:7]([N+:8]([O-:10])=[O:9])=[C:6](Cl)[C:5]([CH3:12])=[C:4]([CH3:13])[N:3]=1.C(N(CC)CC)C.Cl.[CH2:22]([NH2:25])[C:23]#[CH:24].C(N)C#C, predict the reaction product. The product is: [Cl:1][C:2]1[C:7]([N+:8]([O-:10])=[O:9])=[C:6]([NH:25][CH2:22][C:23]#[CH:24])[C:5]([CH3:12])=[C:4]([CH3:13])[N:3]=1.